Dataset: Forward reaction prediction with 1.9M reactions from USPTO patents (1976-2016). Task: Predict the product of the given reaction. (1) Given the reactants [NH:1]1[CH2:4][CH:3]([C:5]([NH:7][C:8]2[CH:27]=[CH:26][C:11]([O:12][CH:13]3[CH2:18][CH2:17][N:16]([C:19]([O:21][C:22]([CH3:25])([CH3:24])[CH3:23])=[O:20])[CH2:15][CH2:14]3)=[CH:10][CH:9]=2)=[O:6])[CH2:2]1.C(=O)([O-])[O-].[Cs+].[Cs+].Br[C:35]1[CH:36]=[N:37][CH:38]=[CH:39][CH:40]=1.CC1(C)C2C=CC=C(P(C3C=CC=CC=3)C3C=CC=CC=3)C=2OC2C1=CC=CC=2P(C1C=CC=CC=1)C1C=CC=CC=1, predict the reaction product. The product is: [N:37]1[CH:38]=[CH:39][CH:40]=[C:35]([N:1]2[CH2:4][CH:3]([C:5]([NH:7][C:8]3[CH:9]=[CH:10][C:11]([O:12][CH:13]4[CH2:14][CH2:15][N:16]([C:19]([O:21][C:22]([CH3:24])([CH3:23])[CH3:25])=[O:20])[CH2:17][CH2:18]4)=[CH:26][CH:27]=3)=[O:6])[CH2:2]2)[CH:36]=1. (2) Given the reactants [NH2:1][C:2]1[C:12](Br)=[CH:11][C:5]([C:6]([O:8][CH2:9][CH3:10])=[O:7])=[CH:4][N:3]=1.[CH:14]([N:17]=[C:18]=[S:19])([CH3:16])[CH3:15].[H-].[Na+].CCOC(C)=O.CCCCCC, predict the reaction product. The product is: [CH:14]([NH:17][C:18]1[S:19][C:12]2[C:2]([N:1]=1)=[N:3][CH:4]=[C:5]([C:6]([O:8][CH2:9][CH3:10])=[O:7])[CH:11]=2)([CH3:16])[CH3:15]. (3) Given the reactants [CH2:1]([Li])CCC.[F:6][C:7]1[C:12]([CH:13]=O)=[C:11]([OH:15])[C:10]([O:16][CH3:17])=[CH:9][CH:8]=1.[Cl-].[NH4+], predict the reaction product. The product is: [F:6][C:7]1[C:12]([CH:13]=[CH2:1])=[C:11]([OH:15])[C:10]([O:16][CH3:17])=[CH:9][CH:8]=1. (4) Given the reactants [OH:1][C:2]1[N:7]=[C:6]([O:8][C@H:9]2[CH2:13][N:12]([C:14]([O:16][C:17]([CH3:20])([CH3:19])[CH3:18])=[O:15])[C@H:11]([C:21]([O:23][CH3:24])=[O:22])[CH2:10]2)[CH:5]=[CH:4][CH:3]=1.[CH2:25](Br)[CH:26]=[CH2:27].C(=O)([O-])[O-].[Cs+].[Cs+], predict the reaction product. The product is: [CH2:27]([O:1][C:2]1[N:7]=[C:6]([O:8][C@H:9]2[CH2:13][N:12]([C:14]([O:16][C:17]([CH3:18])([CH3:19])[CH3:20])=[O:15])[C@H:11]([C:21]([O:23][CH3:24])=[O:22])[CH2:10]2)[CH:5]=[CH:4][CH:3]=1)[CH:26]=[CH2:25]. (5) The product is: [Cl:32][C:12]1[C:13]2[C:18](=[CH:17][C:16]([S:19]([NH:22][C:23]3([C:27]([O:29][CH2:30][CH3:31])=[O:28])[CH2:24][CH2:25][CH2:26]3)(=[O:20])=[O:21])=[CH:15][CH:14]=2)[C:9]([NH:6][C:5]([NH2:7])=[NH:4])=[N:10][CH:11]=1. Given the reactants [H-].[Na+].Cl.[NH2:4][C:5]([NH2:7])=[NH:6].Cl[C:9]1[C:18]2[C:13](=[CH:14][CH:15]=[C:16]([S:19]([NH:22][C:23]3([C:27]([O:29][CH2:30][CH3:31])=[O:28])[CH2:26][CH2:25][CH2:24]3)(=[O:21])=[O:20])[CH:17]=2)[C:12]([Cl:32])=[CH:11][N:10]=1.O, predict the reaction product. (6) Given the reactants C([O:3][CH:4](OCC)/[CH:5]=[CH:6]/[C:7]1[C:12]([N+:13]([O-:15])=[O:14])=[CH:11][CH:10]=[CH:9][C:8]=1[F:16])C.[Br:20]N1C(C)(C)C(=O)N(Br)C1=O.S(=O)(=O)(O)O, predict the reaction product. The product is: [Br:20][C:10]1[CH:11]=[C:12]([N+:13]([O-:15])=[O:14])[C:7](/[CH:6]=[CH:5]/[CH:4]=[O:3])=[C:8]([F:16])[CH:9]=1. (7) Given the reactants [Cl:1][C:2]1[C:6]([CH3:7])=[CH:5][S:4][C:3]=1[C:8]1[N:12]([CH2:13][CH:14]([CH3:16])[CH3:15])[C:11](=[O:17])[N:10]([CH2:18][C:19]([O:21]CC)=[O:20])[N:9]=1.[OH-].[K+].Cl, predict the reaction product. The product is: [Cl:1][C:2]1[C:6]([CH3:7])=[CH:5][S:4][C:3]=1[C:8]1[N:12]([CH2:13][CH:14]([CH3:16])[CH3:15])[C:11](=[O:17])[N:10]([CH2:18][C:19]([OH:21])=[O:20])[N:9]=1.